From a dataset of Full USPTO retrosynthesis dataset with 1.9M reactions from patents (1976-2016). Predict the reactants needed to synthesize the given product. (1) Given the product [C:14]([O:18][C:19](=[O:48])[N:20]([C:29]1[S:30][C@:31]2([C:46]3[O:47][CH:12]=[N:11][CH:10]=3)[C@H:33]([C@:34]([C:38]3[CH:43]=[C:42]([Br:44])[CH:41]=[CH:40][C:39]=3[F:45])([CH2:36][F:37])[N:35]=1)[CH2:32]2)[CH2:21][O:22][CH2:23][CH2:24][Si:25]([CH3:28])([CH3:26])[CH3:27])([CH3:17])([CH3:15])[CH3:16], predict the reactants needed to synthesize it. The reactants are: C1(C)C=CC(S([CH2:10][N+:11]#[C-:12])(=O)=O)=CC=1.[C:14]([O:18][C:19](=[O:48])[N:20]([C:29]1[S:30][C@:31]2([CH:46]=[O:47])[C@H:33]([C@:34]([C:38]3[CH:43]=[C:42]([Br:44])[CH:41]=[CH:40][C:39]=3[F:45])([CH2:36][F:37])[N:35]=1)[CH2:32]2)[CH2:21][O:22][CH2:23][CH2:24][Si:25]([CH3:28])([CH3:27])[CH3:26])([CH3:17])([CH3:16])[CH3:15].C(=O)([O-])[O-].[K+].[K+]. (2) Given the product [C:16]([O:15][C:14]([N:13]([CH2:21][C@@H:22]1[C@@H:26]([C:27]2[CH:28]=[CH:29][CH:30]=[CH:31][CH:32]=2)[CH2:25][N:24]([C:49]2[C:48]([F:51])=[CH:47][C:42]([C:43]([O:45][CH3:46])=[O:44])=[CH:41][C:40]=2[F:39])[CH2:23]1)[C@@H:11]([C:1]1[C:10]2[C:5](=[CH:6][CH:7]=[CH:8][CH:9]=2)[CH:4]=[CH:3][CH:2]=1)[CH3:12])=[O:20])([CH3:18])([CH3:19])[CH3:17], predict the reactants needed to synthesize it. The reactants are: [C:1]1([C@H:11]([N:13]([CH2:21][C@@H:22]2[C@@H:26]([C:27]3[CH:32]=[CH:31][CH:30]=[CH:29][CH:28]=3)[CH2:25][NH:24][CH2:23]2)[C:14](=[O:20])[O:15][C:16]([CH3:19])([CH3:18])[CH3:17])[CH3:12])[C:10]2[C:5](=[CH:6][CH:7]=[CH:8][CH:9]=2)[CH:4]=[CH:3][CH:2]=1.C(=O)([O-])[O-].[K+].[K+].[F:39][C:40]1[CH:41]=[C:42]([CH:47]=[C:48]([F:51])[C:49]=1F)[C:43]([O:45][CH3:46])=[O:44].N[C@H](C(O)=O)[C@@H](C)O. (3) Given the product [C:1]1([C:18]2[CH:23]=[CH:22][CH:21]=[CH:20][CH:19]=2)[CH:2]=[CH:3][C:4]([C:7]2([O:16][CH3:17])[CH2:11][N:10]([C:33](=[O:34])[C@@H:32]([NH:31][C:29]([O:28][C:24]([CH3:27])([CH3:26])[CH3:25])=[O:30])[CH2:36][CH2:37][CH2:38][CH2:39][CH2:40][CH:41]=[CH2:42])[CH:9]([C:12]([O:14][CH3:15])=[O:13])[CH2:8]2)=[CH:5][CH:6]=1, predict the reactants needed to synthesize it. The reactants are: [C:1]1([C:18]2[CH:23]=[CH:22][CH:21]=[CH:20][CH:19]=2)[CH:6]=[CH:5][C:4]([C@@:7]2([O:16][CH3:17])[CH2:11][NH:10][C@H:9]([C:12]([O:14][CH3:15])=[O:13])[CH2:8]2)=[CH:3][CH:2]=1.[C:24]([O:28][C:29]([NH:31][C@@H:32]([CH2:36][CH2:37][CH2:38][CH2:39][CH2:40][CH:41]=[CH2:42])[C:33](O)=[O:34])=[O:30])([CH3:27])([CH3:26])[CH3:25].CN(C(ON1N=NC2C=CC=NC1=2)=[N+](C)C)C.F[P-](F)(F)(F)(F)F.C(N(CC)C(C)C)(C)C. (4) The reactants are: Cl.Cl.Cl.[NH2:4][C@:5]1([C:26]([OH:28])=[O:27])[C@@H:9]([CH2:10][CH2:11][CH2:12][B:13]([OH:15])[OH:14])[CH2:8][N:7]([CH2:16][CH:17]([NH2:25])[CH2:18][C:19]2[CH:24]=[CH:23][CH:22]=[CH:21][CH:20]=2)[CH2:6]1.C(OC(NN[C@H](C(O)=O)CC1C=CC=CC=1)=O)(C)(C)C. Given the product [NH2:4][C@:5]1([C:26]([OH:28])=[O:27])[C@@H:9]([CH2:10][CH2:11][CH2:12][B:13]([OH:15])[OH:14])[CH2:8][N:7]([CH2:16][CH:17]([NH2:25])[CH2:18][C:19]2[CH:24]=[CH:23][CH:22]=[CH:21][CH:20]=2)[CH2:6]1, predict the reactants needed to synthesize it. (5) Given the product [Br:1][C:2]1[CH:3]=[N:4][CH:5]=[CH:6][C:7]=1[O:13][CH:11]([CH3:12])[CH2:10][F:9], predict the reactants needed to synthesize it. The reactants are: [Br:1][C:2]1[CH:3]=[N:4][CH:5]=[CH:6][C:7]=1Cl.[F:9][CH2:10][CH:11]([OH:13])[CH3:12].[H-].[Na+].